From a dataset of Reaction yield outcomes from USPTO patents with 853,638 reactions. Predict the reaction yield, written as a fraction of the theoretical maximum amount of product (1.0 means a 100% yield; for example, 0.34 means a 34% yield). (1) The reactants are Cl[C:2]1[N:10]=[C:9]2[C:5]([N:6]=[CH:7][N:8]2[CH2:11][C:12]2[CH:17]=[CH:16][C:15]([CH2:18][OH:19])=[CH:14][CH:13]=2)=[C:4]([NH2:20])[N:3]=1.C(N(C(C)C)C(C)C)C.[N:30]1[CH:35]=[CH:34][C:33]([CH2:36][NH2:37])=[CH:32][CH:31]=1.O. The catalyst is CN1C(=O)CCC1.CO.C(Cl)(Cl)Cl. The product is [N:30]1[CH:35]=[CH:34][C:33]([CH2:36][NH:37][C:2]2[N:10]=[C:9]3[C:5]([N:6]=[CH:7][N:8]3[CH2:11][C:12]3[CH:17]=[CH:16][C:15]([CH2:18][OH:19])=[CH:14][CH:13]=3)=[C:4]([NH2:20])[N:3]=2)=[CH:32][CH:31]=1. The yield is 0.250. (2) The reactants are C(OC[Li])C.C(C1C=CC(C2C=CC(C(C)(C)C)=CC=2)=CC=1)(C)(C)C.[CH2:26]([O:28][CH2:29]Cl)[CH3:27].[Br:31][C:32]1[CH:37]=[CH:36][C:35]([NH:38][C:39]2[C:40]([CH:49]=[O:50])=[CH:41][C:42]3[NH:46][CH:45]=[N:44][C:43]=3[C:47]=2[F:48])=[C:34]([Cl:51])[CH:33]=1. The catalyst is C1COCC1. The product is [Br:31][C:32]1[CH:37]=[CH:36][C:35]([NH:38][C:39]2[C:40]([CH:49]([OH:50])[CH2:29][O:28][CH2:26][CH3:27])=[CH:41][C:42]3[NH:46][CH:45]=[N:44][C:43]=3[C:47]=2[F:48])=[C:34]([Cl:51])[CH:33]=1. The yield is 0.440. (3) The product is [OH:13][C@H:14]1[CH2:18][CH2:17][CH2:16][C@H:15]1[O:19][C@H:20]1[CH2:21][CH2:22][C@H:23]([N:26]2[C:31](=[O:32])[C:30]([CH2:33][C:34]3[CH:39]=[CH:38][C:37]([C:40]4[CH:45]=[CH:44][CH:43]=[CH:42][C:41]=4[C:46]4[NH:3][C:4](=[O:7])[O:5][N:47]=4)=[CH:36][CH:35]=3)=[C:29]([CH2:48][CH2:49][CH3:50])[N:28]3[N:51]=[CH:52][N:53]=[C:27]23)[CH2:24][CH2:25]1. The yield is 0.240. The reactants are [Cl-].O[NH3+:3].[C:4](=[O:7])([O-])[OH:5].[Na+].CS(C)=O.[OH:13][C@H:14]1[CH2:18][CH2:17][CH2:16][C@H:15]1[O:19][C@H:20]1[CH2:25][CH2:24][C@H:23]([N:26]2[C:31](=[O:32])[C:30]([CH2:33][C:34]3[CH:39]=[CH:38][C:37]([C:40]4[C:41]([C:46]#[N:47])=[CH:42][CH:43]=[CH:44][CH:45]=4)=[CH:36][CH:35]=3)=[C:29]([CH2:48][CH2:49][CH3:50])[N:28]3[N:51]=[CH:52][N:53]=[C:27]23)[CH2:22][CH2:21]1. The catalyst is C(OCC)(=O)C. (4) The reactants are [NH2:1][C:2]1[CH:3]=[C:4]([CH:8]=[CH:9][N:10]=1)[C:5]([OH:7])=O.Cl.CN(C)CCCN=C=NCC.C(N(CC)C(C)C)(C)C.ON1C2C=CC=CC=2N=N1.[CH2:42]([NH2:49])[C:43]1[CH:48]=[CH:47][CH:46]=[CH:45][CH:44]=1. The product is [NH2:1][C:2]1[CH:3]=[C:4]([CH:8]=[CH:9][N:10]=1)[C:5]([NH:49][CH2:42][C:43]1[CH:48]=[CH:47][CH:46]=[CH:45][CH:44]=1)=[O:7]. The catalyst is CN(C)C=O.O. The yield is 0.430. (5) The reactants are CC[N:3]([CH:7]([CH3:9])C)[CH:4]([CH3:6])C.[Br:10][C:11]1[C:12](Cl)=[C:13]([C:19](=[O:26])[C:20]([O:22][CH:23]([CH3:25])[CH3:24])=[O:21])[C:14]([CH3:18])=[N:15][C:16]=1[CH3:17]. The catalyst is CC#N.CCOCC. The product is [Br:10][C:11]1[C:12]([N:3]2[CH2:4][CH2:6][C:20]([O:22][CH3:23])([CH3:19])[CH2:9][CH2:7]2)=[C:13]([C:19](=[O:26])[C:20]([O:22][CH:23]([CH3:25])[CH3:24])=[O:21])[C:14]([CH3:18])=[N:15][C:16]=1[CH3:17]. The yield is 0.610. (6) The reactants are [Cl:1][C:2]1[N:7]2[N:8]=[C:9]([C:11]3[CH:20]=[CH:19][C:18]4[CH2:17][CH2:16][CH2:15][CH2:14][C:13]=4[CH:12]=3)[CH:10]=[C:6]2[N:5]=[C:4]([CH3:21])[C:3]=1[CH:22]([OH:27])[C:23]([O:25][CH3:26])=[O:24].CC(OI1(OC(C)=O)(OC(C)=O)OC(=O)C2C=CC=CC1=2)=O. The catalyst is C(Cl)Cl.C(OCC)(=O)C. The product is [Cl:1][C:2]1[N:7]2[N:8]=[C:9]([C:11]3[CH:20]=[CH:19][C:18]4[CH2:17][CH2:16][CH2:15][CH2:14][C:13]=4[CH:12]=3)[CH:10]=[C:6]2[N:5]=[C:4]([CH3:21])[C:3]=1[C:22](=[O:27])[C:23]([O:25][CH3:26])=[O:24]. The yield is 0.442. (7) The reactants are [C:1]([O:5][C:6]([NH:8][CH2:9][C:10]1[N:11]([CH2:33][CH:34]([CH3:36])[CH3:35])[C:12](=[O:32])[C:13]2[C:18]([C:19]=1[C:20]1[CH:25]=[CH:24][C:23]([F:26])=[CH:22][CH:21]=1)=[CH:17][C:16](/[CH:27]=[CH:28]/[C:29]([OH:31])=O)=[CH:15][CH:14]=2)=[O:7])([CH3:4])([CH3:3])[CH3:2].[NH4+].O[N:39]1C2C=CC=CC=2N=N1.O. The catalyst is CN(C)C=O. The product is [C:1]([O:5][C:6]([NH:8][CH2:9][C:10]1[N:11]([CH2:33][CH:34]([CH3:36])[CH3:35])[C:12](=[O:32])[C:13]2[C:18]([C:19]=1[C:20]1[CH:21]=[CH:22][C:23]([F:26])=[CH:24][CH:25]=1)=[CH:17][C:16](/[CH:27]=[CH:28]/[C:29]([NH2:39])=[O:31])=[CH:15][CH:14]=2)=[O:7])([CH3:4])([CH3:2])[CH3:3]. The yield is 0.650.